This data is from Catalyst prediction with 721,799 reactions and 888 catalyst types from USPTO. The task is: Predict which catalyst facilitates the given reaction. (1) Reactant: [CH3:1][O:2][C:3]1[CH:10]=[CH:9][C:6]([CH:7]=[O:8])=[CH:5][C:4]=1[C:11]1[C:20]([CH3:21])=[CH:19][C:18]2[C:17]([CH3:23])([CH3:22])[CH2:16][CH:15]([CH3:24])[CH:14]([CH3:25])[C:13]=2[CH:12]=1.[BH4-].[Na+]. Product: [CH3:1][O:2][C:3]1[CH:10]=[CH:9][C:6]([CH2:7][OH:8])=[CH:5][C:4]=1[C:11]1[C:20]([CH3:21])=[CH:19][C:18]2[C:17]([CH3:23])([CH3:22])[CH2:16][CH:15]([CH3:24])[CH:14]([CH3:25])[C:13]=2[CH:12]=1. The catalyst class is: 5. (2) Reactant: [CH3:1][O:2][C:3]1[C:8]([CH2:9][N:10]2[CH2:15][CH2:14][CH2:13][CH2:12][CH:11]2[CH2:16][CH2:17][OH:18])=[CH:7][CH:6]=[CH:5][N:4]=1.C(N(CC)CC)C.C(=O)(O)[O-].[Na+]. Product: [CH3:1][O:2][C:3]1[C:8]([CH2:9][N:10]2[CH2:15][CH2:14][CH2:13][CH2:12][CH:11]2[CH2:16][CH:17]=[O:18])=[CH:7][CH:6]=[CH:5][N:4]=1. The catalyst class is: 16.